This data is from Forward reaction prediction with 1.9M reactions from USPTO patents (1976-2016). The task is: Predict the product of the given reaction. (1) Given the reactants [CH2:1]1[C:10]2[C:5](=[CH:6][CH:7]=CC=2)[CH2:4][CH2:3][N:2]1[CH2:11][CH2:12][CH2:13][CH2:14][O:15][C:16]1[N:25]=[C:24]2[C:19]([CH2:20][CH2:21][C:22](=[O:26])[NH:23]2)=[CH:18][CH:17]=1.[S:27]1C2CNCCC=2C=C1, predict the reaction product. The product is: [S:27]1[C:10]2[CH2:1][N:2]([CH2:11][CH2:12][CH2:13][CH2:14][O:15][C:16]3[N:25]=[C:24]4[C:19]([CH2:20][CH2:21][C:22](=[O:26])[NH:23]4)=[CH:18][CH:17]=3)[CH2:3][CH2:4][C:5]=2[CH:6]=[CH:7]1. (2) Given the reactants Cl.Cl.[NH2:3][C@@H:4]([CH2:25][C:26]1[CH:31]=[CH:30][CH:29]=[CH:28][CH:27]=1)[C@H:5]([OH:24])[CH2:6][NH:7][C@@H:8]1[C:17]2[C:12](=[CH:13][CH:14]=[C:15]([Br:18])[CH:16]=2)[O:11][C:10]([CH3:23])([C:19]([F:22])([F:21])[F:20])[CH2:9]1.N1([C:37](=[O:39])[CH3:38])C=CN=C1.CCN(C(C)C)C(C)C, predict the reaction product. The product is: [Br:18][C:15]1[CH:16]=[C:17]2[C:12](=[CH:13][CH:14]=1)[O:11][C@:10]([CH3:23])([C:19]([F:22])([F:21])[F:20])[CH2:9][C@@H:8]2[NH:7][CH2:6][C@@H:5]([OH:24])[C@@H:4]([NH:3][C:37](=[O:39])[CH3:38])[CH2:25][C:26]1[CH:27]=[CH:28][CH:29]=[CH:30][CH:31]=1. (3) Given the reactants O[CH2:2][C:3]1[CH:8]=[CH:7][N:6]=[C:5]([NH:9][C:10](=[O:12])[CH3:11])[CH:4]=1.S(Cl)([Cl:15])=O, predict the reaction product. The product is: [ClH:15].[Cl:15][CH2:2][C:3]1[CH:8]=[CH:7][N:6]=[C:5]([NH:9][C:10](=[O:12])[CH3:11])[CH:4]=1. (4) Given the reactants [CH3:1][N:2]1[CH2:7][CH2:6][NH:5][CH2:4][CH2:3]1.[CH:8]([C:10]1[CH:15]=[CH:14][C:13]([C:16]2[S:24][C:23]3[C:18](=[N:19][CH:20]=[C:21]([C:39]#[N:40])[C:22]=3[NH:25][C:26]3[CH:31]=[CH:30][C:29]([O:32][C:33]4[CH:38]=[CH:37][CH:36]=[CH:35][CH:34]=4)=[CH:28][CH:27]=3)[CH:17]=2)=[CH:12][CH:11]=1)=O.C(O[BH-](OC(=O)C)OC(=O)C)(=O)C.[Na+], predict the reaction product. The product is: [CH3:1][N:2]1[CH2:7][CH2:6][N:5]([CH2:8][C:10]2[CH:11]=[CH:12][C:13]([C:16]3[S:24][C:23]4[C:18](=[N:19][CH:20]=[C:21]([C:39]#[N:40])[C:22]=4[NH:25][C:26]4[CH:31]=[CH:30][C:29]([O:32][C:33]5[CH:38]=[CH:37][CH:36]=[CH:35][CH:34]=5)=[CH:28][CH:27]=4)[CH:17]=3)=[CH:14][CH:15]=2)[CH2:4][CH2:3]1. (5) The product is: [CH2:24]([NH:31][C:32]([NH:1][C:2]1[C:3]([C:7]2[NH:23][C:10]3=[CH:11][C:12]4[C:13]([CH3:22])([CH3:21])[C:14](=[O:20])[N:15]([CH2:18][CH3:19])[C:16]=4[CH:17]=[C:9]3[N:8]=2)=[N:4][NH:5][CH:6]=1)=[O:33])[C:25]1[CH:30]=[CH:29][CH:28]=[CH:27][CH:26]=1. Given the reactants [NH2:1][C:2]1[C:3]([C:7]2[NH:23][C:10]3=[CH:11][C:12]4[C:13]([CH3:22])([CH3:21])[C:14](=[O:20])[N:15]([CH2:18][CH3:19])[C:16]=4[CH:17]=[C:9]3[N:8]=2)=[N:4][NH:5][CH:6]=1.[CH2:24]([N:31]=[C:32]=[O:33])[C:25]1[CH:30]=[CH:29][CH:28]=[CH:27][CH:26]=1, predict the reaction product. (6) Given the reactants [Cl:1][C:2]1[CH:7]=[C:6]([O:8][C:9]([F:12])([F:11])[F:10])[CH:5]=[C:4]([Cl:13])[C:3]=1[N:14]=[C:15]=[O:16].[NH2:17][C:18]1[CH:19]=[C:20]([C:39]2[CH:44]=[CH:43][C:42]([O:45][CH3:46])=[CH:41][CH:40]=2)[CH:21]=[CH:22][C:23]=1[C:24]([NH:26][C@H:27]([C:35]([O:37][CH3:38])=[O:36])[C@@H:28]([CH3:34])[O:29][C:30]([CH3:33])([CH3:32])[CH3:31])=[O:25].CCCCCC.C(OCC)(=O)C, predict the reaction product. The product is: [Cl:1][C:2]1[CH:7]=[C:6]([O:8][C:9]([F:10])([F:12])[F:11])[CH:5]=[C:4]([Cl:13])[C:3]=1[NH:14][C:15]([NH:17][C:18]1[CH:19]=[C:20]([C:39]2[CH:40]=[CH:41][C:42]([O:45][CH3:46])=[CH:43][CH:44]=2)[CH:21]=[CH:22][C:23]=1[C:24]([NH:26][C@H:27]([C:35]([O:37][CH3:38])=[O:36])[C@@H:28]([CH3:34])[O:29][C:30]([CH3:32])([CH3:33])[CH3:31])=[O:25])=[O:16]. (7) Given the reactants Br[CH:2]1[CH2:8][CH2:7][O:6][C:5]2[CH:9]=[C:10]([N:13]3[CH2:17][CH:16]([CH2:18][NH:19][C:20](=[O:22])[CH3:21])[O:15][C:14]3=[O:23])[CH:11]=[CH:12][C:4]=2[C:3]1=O.[C:25]([NH2:28])(=[S:27])[CH3:26].C(OCC)(=O)C, predict the reaction product. The product is: [CH3:26][C:25]1[S:27][C:2]2[CH2:8][CH2:7][O:6][C:5]3[CH:9]=[C:10]([N:13]4[CH2:17][CH:16]([CH2:18][NH:19][C:20](=[O:22])[CH3:21])[O:15][C:14]4=[O:23])[CH:11]=[CH:12][C:4]=3[C:3]=2[N:28]=1.